Dataset: Catalyst prediction with 721,799 reactions and 888 catalyst types from USPTO. Task: Predict which catalyst facilitates the given reaction. (1) Reactant: [Cl:1][C:2]1[N:7]=[CH:6][C:5]([N:8]2[CH2:14][C@@H:13]3[C@H:9]2[CH2:10][N:11](C(OCC2C=CC=CC=2)=O)[CH2:12]3)=[CH:4][C:3]=1[CH3:25]. Product: [Cl:1][C:2]1[N:7]=[CH:6][C:5]([N:8]2[CH2:14][C@@H:13]3[C@H:9]2[CH2:10][NH:11][CH2:12]3)=[CH:4][C:3]=1[CH3:25]. The catalyst class is: 55. (2) Reactant: [OH:1][C:2]([C:5]1([S:8]([NH2:11])(=[O:10])=[O:9])[CH2:7][CH2:6]1)([CH3:4])[CH3:3].[CH3:12][Si]([N-][Si](C)(C)C)(C)C.[Na+].[N-:22]=[C:23]=S.BrN1[C:30](=O)[CH2:29][CH2:28][C:27]1=O.[CH2:33]1[CH2:37][O:36][CH2:35][CH2:34]1. Product: [CH3:3][C:2]1([CH3:4])[C:5]2([CH2:6][CH2:7]2)[S:8](=[O:9])(=[O:10])[N:11]=[C:23]([NH:22][C@H:33]([C:37]2[CH:12]=[CH:30][CH:29]=[CH:28][CH:27]=2)[CH2:34][CH2:35][OH:36])[O:1]1. The catalyst class is: 179.